Predict the reactants needed to synthesize the given product. From a dataset of Full USPTO retrosynthesis dataset with 1.9M reactions from patents (1976-2016). (1) Given the product [Cl:1][C:2]1[C:11]([CH:12]([OH:13])[CH3:15])=[CH:10][C:9]2[C:4](=[CH:5][C:6]([F:14])=[CH:7][CH:8]=2)[N:3]=1, predict the reactants needed to synthesize it. The reactants are: [Cl:1][C:2]1[C:11]([CH:12]=[O:13])=[CH:10][C:9]2[C:4](=[CH:5][C:6]([F:14])=[CH:7][CH:8]=2)[N:3]=1.[CH3:15][Mg+].[Br-]. (2) Given the product [O:3]1[C:7]2[CH:8]=[CH:9][CH:10]=[C:11]([CH:12]3[CH2:17][CH2:16][N:15]([CH2:18][CH2:19][C@H:20]4[CH2:21][CH2:22][C@H:23]([NH:26][C:30](=[O:31])[CH2:29][O:28][CH3:27])[CH2:24][CH2:25]4)[CH2:14][CH2:13]3)[C:6]=2[CH2:5][CH2:4]1, predict the reactants needed to synthesize it. The reactants are: Cl.Cl.[O:3]1[C:7]2[CH:8]=[CH:9][CH:10]=[C:11]([CH:12]3[CH2:17][CH2:16][N:15]([CH2:18][CH2:19][C@H:20]4[CH2:25][CH2:24][C@H:23]([NH2:26])[CH2:22][CH2:21]4)[CH2:14][CH2:13]3)[C:6]=2[CH2:5][CH2:4]1.[CH3:27][O:28][CH2:29][C:30](O)=[O:31]. (3) The reactants are: [Cl:1][C:2]1[CH:7]=[CH:6][C:5]([C:8]2([C:12]3[N:13]=[C:14]([NH:17][CH2:18][CH2:19][CH2:20][N:21]([CH2:24][CH3:25])[CH2:22][CH3:23])[S:15][CH:16]=3)[CH2:11][CH2:10][CH2:9]2)=[CH:4][CH:3]=1.[C:26]([OH:38])(=[O:37])[CH2:27][C:28]([CH2:33][C:34]([OH:36])=[O:35])([C:30]([OH:32])=[O:31])[OH:29]. Given the product [C:26]([OH:38])(=[O:37])[CH2:27][C:28]([CH2:33][C:34]([OH:36])=[O:35])([C:30]([OH:32])=[O:31])[OH:29].[Cl:1][C:2]1[CH:7]=[CH:6][C:5]([C:8]2([C:12]3[N:13]=[C:14]([NH:17][CH2:18][CH2:19][CH2:20][N:21]([CH2:22][CH3:23])[CH2:24][CH3:25])[S:15][CH:16]=3)[CH2:11][CH2:10][CH2:9]2)=[CH:4][CH:3]=1, predict the reactants needed to synthesize it.